The task is: Binary Classification. Given a miRNA mature sequence and a target amino acid sequence, predict their likelihood of interaction.. This data is from Experimentally validated miRNA-target interactions with 360,000+ pairs, plus equal number of negative samples. (1) The miRNA is mmu-miR-758-3p with sequence UUUGUGACCUGGUCCACUA. The protein sequence of the target gene is MAARVVLDEFTAPAEKAALLERSRGRIEALFGVGLAVLGALGAEEPLPARIWLQLRGAQEAVHSAKEYIKGICEPELEEKECYPKAMHCIFVGAQSLFLKSLIQDTCADLCVLDTGLLGIRGSAEAVVMARSHIQQFVKLFESNENLPSNQRESEIKREFRQFVEAHADSYTMDLLILPTSLKKELLSLTQGEESLFETDDDVITVGDVRPPEYTQSAATGPSSARDEVVVQEDSRNKARTPVSELTKHMDTVFSSSPDVLFVPVNGLSPDEDALSKDRVCHKRRSSDTEERHTKKQFSL.... Result: 1 (interaction). (2) The miRNA is hsa-miR-6883-3p with sequence UUCCCUAUCUCACUCUCCUCAG. The protein sequence of the target gene is MAETAAESGGGGDSGVGACERGVAPIKAQYRTTKERFHEYLDGDKQEGACQEVPTGDPAEPGAKRIRLEDGQENGKTEVAIESRERQVPKRARGQNKSRPHVKPAHYDKDRLCPSFLQEPATPCAFGDRCRFLHDVGRYLETKPADLGPRCVLFETFGRCPFSMTCRFAGAHLGPEGQNLVQEEVVARCAQLPSVRNGLDRALQQQLRKRQVCFERAEQALNRLTQSPMPTVVPETTVAMATPKQNSCHAQLDTVGGAGTPQSSPVPTCGPLTDEDVIRLRPCEKKRLDISGKLYLAPLT.... Result: 0 (no interaction). (3) The miRNA is hsa-miR-200b-3p with sequence UAAUACUGCCUGGUAAUGAUGA. The protein sequence of the target gene is MSRRSSRLQAKQQPQPSQTESPQEAQIIQAKKRKTTQDVKKRREEVTKKHQYEIRNCWPPVLSGGISPCIIIETPHKEIGTSDFSRFTNYRFKNLFINPSPLPDLSWGCSKEVWLNMLKKESRYVHDKHFEVLHSDLEPQMRSILLDWLLEVCEVYTLHRETFYLAQDFFDRFMLTQKDINKNMLQLIGITSLFIASKLEEIYAPKLQEFAYVTDGACSEEDILRMELIILKALKWELCPVTIISWLNLFLQVDALKDAPKVLLPQYSQETFIQIAQLLDLCILAIDSLEFQYRILTAAA.... Result: 1 (interaction). (4) The miRNA is hsa-miR-302a-3p with sequence UAAGUGCUUCCAUGUUUUGGUGA. The protein sequence of the target gene is MKGALGSPVAAAGAAMQESFGCVVANRFHQLLDDESDPFDILREAERRRQQQLQRKRRDEAAAAAGAGPRGGRSPAGASGHRAGAGGRRESQKERKSLPAPVAQRPDSPGGGLQAPGQKRTPRRGEQQGWNDSRGPEGMLERAERRSYREYRPYETERQADFTAEKFPDEKPGDRFDRDRPLRGRGGPRGGMRGRGRGGPGNRVFDAFDQRGKREFERYGGNDKIAVRTEDNMGGCGVRTWGSGKDTSDVEPTAPMEEPTVVEESQGTPEEESPAKVPELEVEEETQVQEMTLDEWKNLQ.... Result: 1 (interaction). (5) Result: 0 (no interaction). The miRNA is hsa-miR-3913-3p with sequence AGACAUCAAGAUCAGUCCCAAA. The protein sequence of the target gene is MAIDRRREAAGSGAGRQPAPAEENGSLPPGDAAASAPLGGRAGSGSSAEIQPLPALHPSGGPHSSCCAATAAPSLLLLDYDGSVLPFLGGLGGGYQKTLVVLTWIPALFIGFSQFSDSFLLDQPDFWCRGAGKGTELAGATVTGRWGDMGNWTSPSATPFSTASWGTTSNRSNSSDTPPLPSPPGKGNNDSNCDCHAWDYGIRTGLIQNVVSKWDLVCDNTWKVHIAKFSLLVGLIFGYLITGCIADWVGRRPVLLFSTIFILIFGLTVALSVNVTMFSTLRFFEGFCLAGIILTLYALR.... (6) The miRNA is hsa-miR-4487 with sequence AGAGCUGGCUGAAGGGCAG. The protein sequence of the target gene is MVTGGGAAPPGTVTEPLPSVIVLSAGRKMAAAAAAASGPGCSSAAGAGAAGVSEWLVLRDGCMHCDADGLHSLSYHPALNAILAVTSRGTIKVIDGTSGATLQASALSAKPGGQVKCQYISAVDKVIFVDDYAVGCRKDLNGILLLDTALQTPVSKQDDVVQLELPVTEAQQLLSACLEKVDISSTEGYDLFITQLKDGLKNTSHETAANHKVAKWATVTFHLPHHVLKSIASAIVNELKKINQNVAALPVASSVMDRLSYLLPSARPELGVGPGRSVDRSLMYSEANRRETFTSWPHVG.... Result: 0 (no interaction). (7) The miRNA is hsa-miR-6853-5p with sequence AGCGUGGGAUGUCCAUGAAGUCAG. The protein sequence of the target gene is MKTGLFFLCLLGTAAAIPTNARLLSDHSKPTAETVAPDNTAIPSLRAEAEENEKETAVSTEDDSHHKAEKSSVLKSKEESHEQSAEQGKSSSQELGLKDQEDSDGHLSVNLEYAPTEGTLDIKEDMSEPQEKKLSENTDFLAPGVSSFTDSNQQESITKREENQEQPRNYSHHQLNRSSKHSQGLRDQGNQEQDPNISNGEEEEEKEPGEVGTHNDNQERKTELPREHANSKQEEDNTQSDDILEESDQPTQVSKMQEDEFDQGNQEQEDNSNAEMEEENASNVNKHIQETEWQSQEGKT.... Result: 0 (no interaction). (8) The miRNA is rno-miR-135a-5p with sequence UAUGGCUUUUUAUUCCUAUGUGA. The protein sequence of the target gene is MTQTLDTREDPLNLGGGGGGGCGCGWAHSASLSSWSSCHRRRPGAPAYNRPHRYSPKTEYGPPRKQPKQQHGPGFWFQPPVCSNWGCWGGPWRPPPPGFWKFPCPVQVFRVYGLHPLCFCCCSCWSGSWNPGWVKPPGRKKRWGRRGRGLRHHPRHSYPRSPPADVSTLPRPVKLYEWREPGMRAPPNTTQFIMNQIYEDMRQQEKVERQQEALRAQKATVSGEASPARSSGNDAPPGGSKETWGLQETLYGFVQNPSLAFSPNPEENQSLAPLLVEEEEEKKNDDEEEYDQEVCDAKEA.... Result: 0 (no interaction).